Task: Predict the product of the given reaction.. Dataset: Forward reaction prediction with 1.9M reactions from USPTO patents (1976-2016) Given the reactants [CH:1]1([C:4]([OH:6])=O)[CH2:3][CH2:2]1.CN(C(ON1N=NC2C=CC=NC1=2)=[N+](C)C)C.F[P-](F)(F)(F)(F)F.CCN(C(C)C)C(C)C.[NH2:40][C:41]1[C:42](=[O:49])[N:43]([CH3:48])[CH:44]=[C:45]([Br:47])[CH:46]=1, predict the reaction product. The product is: [Br:47][C:45]1[CH:46]=[C:41]([NH:40][C:4]([CH:1]2[CH2:3][CH2:2]2)=[O:6])[C:42](=[O:49])[N:43]([CH3:48])[CH:44]=1.